From a dataset of Full USPTO retrosynthesis dataset with 1.9M reactions from patents (1976-2016). Predict the reactants needed to synthesize the given product. (1) Given the product [CH:33]1([C:31]([NH:30][C:28]2[N:29]=[C:24]3[CH:23]=[CH:22][C:21]([O:20][C:19]4[CH:18]=[C:17]([NH:16][C:7]([C:6]5[N:2]([CH3:1])[N:3]=[CH:4][CH:5]=5)=[O:9])[CH:38]=[CH:37][CH:36]=4)=[N:26][N:25]3[CH:27]=2)=[O:32])[CH2:34][CH2:35]1, predict the reactants needed to synthesize it. The reactants are: [CH3:1][N:2]1[C:6]([C:7]([OH:9])=O)=[CH:5][CH:4]=[N:3]1.C(Cl)(=O)C(Cl)=O.[NH2:16][C:17]1[CH:18]=[C:19]([CH:36]=[CH:37][CH:38]=1)[O:20][C:21]1[CH:22]=[CH:23][C:24]2[N:25]([CH:27]=[C:28]([NH:30][C:31]([CH:33]3[CH2:35][CH2:34]3)=[O:32])[N:29]=2)[N:26]=1. (2) Given the product [CH:4]1([CH2:7][N:8]([CH2:20][C@@H:21]2[C@@H:28]3[C@@H:24]([O:25][C:26]([CH3:30])([CH3:29])[O:27]3)[C@H:23]([N:31]3[C:35]4[N:36]=[CH:37][N:38]=[C:39]([NH:40][CH2:41][C:42]5[CH:47]=[CH:46][C:45]([O:48][CH3:49])=[CH:44][C:43]=5[O:50][CH3:51])[C:34]=4[CH:33]=[CH:32]3)[CH2:22]2)[CH:9]2[CH2:12][CH:11]([CH2:13][CH2:14][C:15]([OH:17])=[O:16])[CH2:10]2)[CH2:5][CH2:6]1, predict the reactants needed to synthesize it. The reactants are: O.[OH-].[Li+].[CH:4]1([CH2:7][N:8]([CH2:20][C@@H:21]2[C@@H:28]3[C@@H:24]([O:25][C:26]([CH3:30])([CH3:29])[O:27]3)[C@H:23]([N:31]3[C:35]4[N:36]=[CH:37][N:38]=[C:39]([NH:40][CH2:41][C:42]5[CH:47]=[CH:46][C:45]([O:48][CH3:49])=[CH:44][C:43]=5[O:50][CH3:51])[C:34]=4[CH:33]=[CH:32]3)[CH2:22]2)[CH:9]2[CH2:12][CH:11]([CH2:13][CH2:14][C:15]([O:17]CC)=[O:16])[CH2:10]2)[CH2:6][CH2:5]1.Cl. (3) Given the product [NH2:53][C:52]1[C:47]2[S:46][CH:45]=[C:44]([C:40]3[CH:39]=[C:38]([NH:37][S:56]([CH3:55])(=[O:58])=[O:57])[CH:43]=[CH:42][CH:41]=3)[C:48]=2[N:49]=[C:50]([Cl:54])[N:51]=1, predict the reactants needed to synthesize it. The reactants are: NC1C2SC=C(C3C=C(NC(NC(C)C)=O)C=CC=3)C=2N=C(NC2C=C(OC)C(OC)=C(OC)C=2)N=1.[NH2:37][C:38]1[CH:39]=[C:40]([C:44]2[C:48]3[N:49]=[C:50]([Cl:54])[N:51]=[C:52]([NH2:53])[C:47]=3[S:46][CH:45]=2)[CH:41]=[CH:42][CH:43]=1.[CH3:55][S:56](Cl)(=[O:58])=[O:57]. (4) Given the product [CH2:28]([O:30][C:31]([C:33]1([C:36]2[CH:41]=[CH:40][C:39]([C:23]3[CH:24]=[CH:25][C:20]([C:19]4[O:18][N:17]=[C:16]([CH3:27])[C:15]=4[CH:13]([C:11]4[N:10]=[N:9][N:8]([CH2:1][C:2]5[CH:7]=[CH:6][CH:5]=[CH:4][CH:3]=5)[CH:12]=4)[OH:14])=[CH:21][CH:22]=3)=[CH:38][CH:37]=2)[CH2:34][CH2:35]1)=[O:32])[CH3:29], predict the reactants needed to synthesize it. The reactants are: [CH2:1]([N:8]1[CH:12]=[C:11]([CH:13]([C:15]2[C:16]([CH3:27])=[N:17][O:18][C:19]=2[C:20]2[CH:25]=[CH:24][C:23](Br)=[CH:22][CH:21]=2)[OH:14])[N:10]=[N:9]1)[C:2]1[CH:7]=[CH:6][CH:5]=[CH:4][CH:3]=1.[CH2:28]([O:30][C:31]([C:33]1([C:36]2[CH:41]=[CH:40][C:39](B3OC(C)(C)C(C)(C)O3)=[CH:38][CH:37]=2)[CH2:35][CH2:34]1)=[O:32])[CH3:29]. (5) Given the product [Cl:1][C:2]1[CH:7]=[CH:6][C:5]([S:8]([CH:11]([C:24]2[CH:29]=[C:28]([F:30])[CH:27]=[CH:26][C:25]=2[F:31])[C:12]2[N:17]=[CH:16][C:15]([CH2:18][CH2:19][C:20]([O:22][CH3:23])=[O:21])=[CH:14][CH:13]=2)(=[O:10])=[O:9])=[CH:4][CH:3]=1, predict the reactants needed to synthesize it. The reactants are: [Cl:1][C:2]1[CH:7]=[CH:6][C:5]([S:8]([CH:11]([C:24]2[CH:29]=[C:28]([F:30])[CH:27]=[CH:26][C:25]=2[F:31])[C:12]2[N:17]=[CH:16][C:15]([CH:18]=[CH:19][C:20]([O:22][CH3:23])=[O:21])=[CH:14][CH:13]=2)(=[O:10])=[O:9])=[CH:4][CH:3]=1.[H][H]. (6) Given the product [CH:18]1([CH2:17][CH:8]([C:5]2[CH:4]=[CH:3][C:2]([NH:1][S:26]([CH2:25][C:24]([F:31])([F:30])[F:23])(=[O:28])=[O:27])=[CH:7][CH:6]=2)[C:9]([NH:11][C:12]2[S:13][CH:14]=[CH:15][N:16]=2)=[O:10])[CH2:22][CH2:21][CH2:20][CH2:19]1, predict the reactants needed to synthesize it. The reactants are: [NH2:1][C:2]1[CH:7]=[CH:6][C:5]([CH:8]([CH2:17][CH:18]2[CH2:22][CH2:21][CH2:20][CH2:19]2)[C:9]([NH:11][C:12]2[S:13][CH:14]=[CH:15][N:16]=2)=[O:10])=[CH:4][CH:3]=1.[F:23][C:24]([F:31])([F:30])[CH2:25][S:26](Cl)(=[O:28])=[O:27].